This data is from Reaction yield outcomes from USPTO patents with 853,638 reactions. The task is: Predict the reaction yield, written as a fraction of the theoretical maximum amount of product (1.0 means a 100% yield; for example, 0.34 means a 34% yield). (1) The reactants are [NH2:1][C:2]1[CH:9]=[CH:8][C:5]([CH2:6][NH2:7])=[CH:4][CH:3]=1.Cl.[NH:11]([C:18]1[C:23]([Br:24])=[CH:22][N:21]=[C:20](Cl)[N:19]=1)[C:12]1[CH:17]=[CH:16][CH:15]=[CH:14][CH:13]=1. The catalyst is C(O)CCC. The product is [NH:11]([C:18]1[C:23]([Br:24])=[CH:22][N:21]=[C:20]([NH:1][C:2]2[CH:9]=[CH:8][C:5]([CH2:6][NH2:7])=[CH:4][CH:3]=2)[N:19]=1)[C:12]1[CH:17]=[CH:16][CH:15]=[CH:14][CH:13]=1. The yield is 0.490. (2) The reactants are O.[OH-].[Li+].C[O:5][C:6](=[O:36])[CH2:7][C:8]1[C:17]([CH3:18])=[C:16]([C:19]2[CH:24]=[CH:23][C:22]([S:25]([C:28]3[CH:33]=[CH:32][C:31]([Cl:34])=[CH:30][CH:29]=3)(=[O:27])=[O:26])=[CH:21][CH:20]=2)[C:15]2[C:10](=[CH:11][CH:12]=[C:13]([Cl:35])[CH:14]=2)[CH:9]=1. The catalyst is C1COCC1.O. The product is [Cl:35][C:13]1[CH:14]=[C:15]2[C:10](=[CH:11][CH:12]=1)[CH:9]=[C:8]([CH2:7][C:6]([OH:36])=[O:5])[C:17]([CH3:18])=[C:16]2[C:19]1[CH:20]=[CH:21][C:22]([S:25]([C:28]2[CH:29]=[CH:30][C:31]([Cl:34])=[CH:32][CH:33]=2)(=[O:27])=[O:26])=[CH:23][CH:24]=1. The yield is 0.930.